This data is from Human liver microsome stability data. The task is: Regression/Classification. Given a drug SMILES string, predict its absorption, distribution, metabolism, or excretion properties. Task type varies by dataset: regression for continuous measurements (e.g., permeability, clearance, half-life) or binary classification for categorical outcomes (e.g., BBB penetration, CYP inhibition). Dataset: hlm. (1) The drug is CC(C)(C)n1c(=O)n(Cc2nc3ccccc3n2CCCC#N)c2cnccc21. The result is 1 (stable in human liver microsomes). (2) The result is 0 (unstable in human liver microsomes). The drug is Fc1cccc(C(Cc2ccccc2OC(F)F)N2CCNCC2)c1.